Dataset: Catalyst prediction with 721,799 reactions and 888 catalyst types from USPTO. Task: Predict which catalyst facilitates the given reaction. (1) Reactant: [OH:1][C@@H:2]([CH2:7][N:8]([C:13]1[CH:18]=[CH:17][C:16]([O:19][C:20]2[CH:25]=[CH:24][C:23]([C:26]([F:29])([F:28])[F:27])=[CH:22][CH:21]=2)=[CH:15][CH:14]=1)[S:9]([CH3:12])(=[O:11])=[O:10])[C:3]([O:5]C)=[O:4].[Li+].[OH-].CCOC(C)=O.O.Cl. Product: [OH:1][C@@H:2]([CH2:7][N:8]([C:13]1[CH:14]=[CH:15][C:16]([O:19][C:20]2[CH:21]=[CH:22][C:23]([C:26]([F:29])([F:27])[F:28])=[CH:24][CH:25]=2)=[CH:17][CH:18]=1)[S:9]([CH3:12])(=[O:10])=[O:11])[C:3]([OH:5])=[O:4]. The catalyst class is: 1. (2) Reactant: [C:1]([C:3]1[CH:12]=[CH:11][C:6]([C:7]([O:9][CH3:10])=[O:8])=[CH:5][C:4]=1[CH3:13])#[N:2].[SH2:14].[Na].Cl.C(N(CC)CC)C. Product: [NH2:2][C:1]([C:3]1[CH:12]=[CH:11][C:6]([C:7]([O:9][CH3:10])=[O:8])=[CH:5][C:4]=1[CH3:13])=[S:14]. The catalyst class is: 38. (3) Reactant: [CH3:1][N:2]1[CH:6]=[C:5]([C:7]([NH:9][C:10]2[CH:31]=[CH:30][C:13]([CH2:14][N:15]3[C:23]4[C:18](=[CH:19][CH:20]=[CH:21][CH:22]=4)[C:17]([CH2:24][C:25]([O:27]CC)=[O:26])=[N:16]3)=[CH:12][CH:11]=2)=[O:8])[CH:4]=[N:3]1.O.[OH-].[Li+].O.Cl. Product: [CH3:1][N:2]1[CH:6]=[C:5]([C:7]([NH:9][C:10]2[CH:11]=[CH:12][C:13]([CH2:14][N:15]3[C:23]4[C:18](=[CH:19][CH:20]=[CH:21][CH:22]=4)[C:17]([CH2:24][C:25]([OH:27])=[O:26])=[N:16]3)=[CH:30][CH:31]=2)=[O:8])[CH:4]=[N:3]1. The catalyst class is: 7.